Dataset: Reaction yield outcomes from USPTO patents with 853,638 reactions. Task: Predict the reaction yield, written as a fraction of the theoretical maximum amount of product (1.0 means a 100% yield; for example, 0.34 means a 34% yield). (1) The reactants are [C:1]1([S:7]([C:10]2[C:19]([C:20](O)=[O:21])=[C:18]3[C:13]([CH2:14][CH2:15][CH:16]([CH2:23][N:24]([C:26]([O:28][C:29]([CH3:32])([CH3:31])[CH3:30])=[O:27])[CH3:25])[O:17]3)=[CH:12][CH:11]=2)(=[O:9])=[O:8])[CH:6]=[CH:5][CH:4]=[CH:3][CH:2]=1.O=S(Cl)Cl.[CH3:37][NH2:38]. The catalyst is C(Cl)Cl.C(#N)C. The product is [C:29]([O:28][C:26](=[O:27])[N:24]([CH2:23][CH:16]1[CH2:15][CH2:14][C:13]2[C:18](=[C:19]([C:20](=[O:21])[NH:38][CH3:37])[C:10]([S:7]([C:1]3[CH:6]=[CH:5][CH:4]=[CH:3][CH:2]=3)(=[O:8])=[O:9])=[CH:11][CH:12]=2)[O:17]1)[CH3:25])([CH3:31])([CH3:30])[CH3:32]. The yield is 0.980. (2) The reactants are [Cl:1][C:2]1[CH:3]=[C:4]2[C:8](=[C:9]([C:12]([OH:14])=O)[C:10]=1[F:11])[NH:7][CH:6]=[CH:5]2.CN(C(ON1N=NC2C=CC=CC1=2)=[N+](C)C)C.[B-](F)(F)(F)F.C(N(CC)C(C)C)(C)C.[C:46]([C:50]1[CH:66]=[CH:65][C:53]([CH2:54][NH:55][CH2:56][CH2:57][C:58]2[CH:63]=[CH:62][C:61]([Cl:64])=[CH:60][CH:59]=2)=[CH:52][CH:51]=1)([CH3:49])([CH3:48])[CH3:47]. The catalyst is CN(C=O)C.O. The product is [C:46]([C:50]1[CH:66]=[CH:65][C:53]([CH2:54][N:55]([CH2:56][CH2:57][C:58]2[CH:63]=[CH:62][C:61]([Cl:64])=[CH:60][CH:59]=2)[C:12]([C:9]2[C:10]([F:11])=[C:2]([Cl:1])[CH:3]=[C:4]3[C:8]=2[NH:7][CH:6]=[CH:5]3)=[O:14])=[CH:52][CH:51]=1)([CH3:49])([CH3:47])[CH3:48]. The yield is 0.470. (3) The reactants are O[C:2]([CH3:32])([CH3:31])[CH:3]=[CH:4][C:5]([N:7]1[CH2:12][CH2:11][N:10]([C:13]2[C:22]3[C:17](=[CH:18][C:19]([CH3:23])=[CH:20][CH:21]=3)[N:16]=[C:15]([C:24]3[CH:29]=[CH:28][CH:27]=[CH:26][C:25]=3[OH:30])[N:14]=2)[CH2:9][CH2:8]1)=[O:6].C(N(S(F)(F)[F:39])CC)C. The catalyst is C(Cl)Cl.O. The product is [F:39][C:2]([CH3:32])([CH3:31])[CH:3]=[CH:4][C:5]([N:7]1[CH2:12][CH2:11][N:10]([C:13]2[C:22]3[C:17](=[CH:18][C:19]([CH3:23])=[CH:20][CH:21]=3)[N:16]=[C:15]([C:24]3[CH:29]=[CH:28][CH:27]=[CH:26][C:25]=3[OH:30])[N:14]=2)[CH2:9][CH2:8]1)=[O:6]. The yield is 0.400. (4) The product is [C:25]([O:24][CH:19]([C:10]1[C:9]([OH:8])=[CH:18][C:17]2[C:12](=[CH:13][CH:14]=[CH:15][CH:16]=2)[CH:11]=1)[C:20]([O:22][CH3:23])=[O:21])([CH3:28])([CH3:26])[CH3:27]. The reactants are C([O:8][C:9]1[C:10]([CH:19]([O:24][C:25]([CH3:28])([CH3:27])[CH3:26])[C:20]([O:22][CH3:23])=[O:21])=[CH:11][C:12]2[C:17]([CH:18]=1)=[CH:16][CH:15]=[CH:14][CH:13]=2)C1C=CC=CC=1. The catalyst is [Pd].C(OCC)(=O)C. The yield is 0.960. (5) The reactants are Br[C:2]1[CH:14]=[CH:13][C:12]2[C:11]3[C:6](=[CH:7][C:8]([Br:15])=[CH:9][CH:10]=3)[C:5]([CH3:17])([CH3:16])[C:4]=2[CH:3]=1.[C:18]1([C:27]2[CH:32]=[CH:31][CH:30]=[CH:29][CH:28]=2)[CH:23]=[CH:22][CH:21]=[CH:20][C:19]=1B(O)O.C([O-])([O-])=O.[Na+].[Na+].CCO. The catalyst is C1C=CC([P]([Pd]([P](C2C=CC=CC=2)(C2C=CC=CC=2)C2C=CC=CC=2)([P](C2C=CC=CC=2)(C2C=CC=CC=2)C2C=CC=CC=2)[P](C2C=CC=CC=2)(C2C=CC=CC=2)C2C=CC=CC=2)(C2C=CC=CC=2)C2C=CC=CC=2)=CC=1.C1(C)C=CC=CC=1. The product is [C:18]1([C:27]2[CH:28]=[CH:29][CH:30]=[CH:31][CH:32]=2)[CH:23]=[CH:22][CH:21]=[CH:20][C:19]=1[C:2]1[CH:14]=[CH:13][C:12]2[C:11]3[C:6](=[CH:7][C:8]([Br:15])=[CH:9][CH:10]=3)[C:5]([CH3:17])([CH3:16])[C:4]=2[CH:3]=1. The yield is 0.630. (6) The reactants are [CH2:1]([O:8][C:9]1[CH:10]=[CH:11][C:12]([CH:18]=[CH:19][C:20]([O:22][C:23]([CH3:26])([CH3:25])[CH3:24])=[O:21])=[C:13]([CH:17]=1)[C:14]([OH:16])=O)[C:2]1[CH:7]=[CH:6][CH:5]=[CH:4][CH:3]=1.[CH2:27]([NH2:34])[C:28]1[CH:33]=[CH:32][CH:31]=[CH:30][CH:29]=1.C(Cl)CCl. The yield is 0.400. The catalyst is C(Cl)Cl.CN(C1C=CN=CC=1)C. The product is [C:23]([O:22][C:20](=[O:21])[CH:19]=[CH:18][C:12]1[CH:11]=[CH:10][C:9]([O:8][CH2:1][C:2]2[CH:7]=[CH:6][CH:5]=[CH:4][CH:3]=2)=[CH:17][C:13]=1[C:14]([NH:34][CH2:27][C:28]1[CH:33]=[CH:32][CH:31]=[CH:30][CH:29]=1)=[O:16])([CH3:25])([CH3:24])[CH3:26]. (7) The reactants are [CH3:1][C:2]1([CH3:25])[C:6]([C:7]2[CH:12]=[C:11]([C:13]([O:15][CH3:16])=[O:14])[CH:10]=[CH:9][C:8]=2[C:17]2[CH:22]=[CH:21][CH:20]=[C:19]([CH2:23][CH3:24])[CH:18]=2)=[CH:5][CH2:4][CH2:3]1. The catalyst is CO.[Pd]. The product is [CH3:1][C:2]1([CH3:25])[CH2:3][CH2:4][CH2:5][CH:6]1[C:7]1[CH:12]=[C:11]([C:13]([O:15][CH3:16])=[O:14])[CH:10]=[CH:9][C:8]=1[C:17]1[CH:22]=[CH:21][CH:20]=[C:19]([CH2:23][CH3:24])[CH:18]=1. The yield is 0.990.